This data is from Full USPTO retrosynthesis dataset with 1.9M reactions from patents (1976-2016). The task is: Predict the reactants needed to synthesize the given product. Given the product [N:18]([C:4]1[CH:5]=[C:6]([S:9]([N:12]2[CH2:13][CH2:14][CH2:15][CH2:16][CH2:17]2)(=[O:10])=[O:11])[CH:7]=[CH:8][C:3]=1[O:2][CH3:1])=[C:30]=[S:31], predict the reactants needed to synthesize it. The reactants are: [CH3:1][O:2][C:3]1[CH:8]=[CH:7][C:6]([S:9]([N:12]2[CH2:17][CH2:16][CH2:15][CH2:14][CH2:13]2)(=[O:11])=[O:10])=[CH:5][C:4]=1[NH2:18].C(OC1C=CC=CC=1N=[C:30]=[S:31])(C)C.